Dataset: Forward reaction prediction with 1.9M reactions from USPTO patents (1976-2016). Task: Predict the product of the given reaction. Given the reactants C([N:8]1[CH2:22][CH2:21][CH2:20][C:11]2([C:15]3[CH:16]=[CH:17][CH:18]=[CH:19][C:14]=3[CH2:13][O:12]2)[CH2:10][CH2:9]1)C1C=CC=CC=1.[H][H], predict the reaction product. The product is: [C:11]12([CH2:20][CH2:21][CH2:22][NH:8][CH2:9][CH2:10]1)[C:15]1[CH:16]=[CH:17][CH:18]=[CH:19][C:14]=1[CH2:13][O:12]2.